Predict the reaction yield, written as a fraction of the theoretical maximum amount of product (1.0 means a 100% yield; for example, 0.34 means a 34% yield). From a dataset of Reaction yield outcomes from USPTO patents with 853,638 reactions. (1) The reactants are [C:1]([O:4][CH2:5][C:6]1[C:24]([F:25])=[C:23]([NH2:26])[C:9]2[C:10](=[O:22])[CH:11]=[C:12]([C:14]3[CH:19]=[CH:18][C:17]([NH2:20])=[C:16]([F:21])[CH:15]=3)[O:13][C:8]=2[C:7]=1[F:27])(=[O:3])[CH3:2].Cl.[CH3:29][N:30]([CH3:37])[CH2:31][CH2:32][CH2:33][C:34](O)=[O:35].Cl.CN(C)CCCN=C=NCC.O. The catalyst is CN(C)C=O. The product is [C:1]([O:4][CH2:5][C:6]1[C:24]([F:25])=[C:23]([NH2:26])[C:9]2[C:10](=[O:22])[CH:11]=[C:12]([C:14]3[CH:19]=[CH:18][C:17]([NH:20][C:34](=[O:35])[CH2:33][CH2:32][CH2:31][N:30]([CH3:37])[CH3:29])=[C:16]([F:21])[CH:15]=3)[O:13][C:8]=2[C:7]=1[F:27])(=[O:3])[CH3:2]. The yield is 0.600. (2) The reactants are [NH2:1][C:2]1[CH:3]=[C:4]([C:8]2[C:16]([C:17]3[CH:22]=[CH:21][N:20]=[C:19]([NH:23][C:24]4[CH:29]=[CH:28][CH:27]=[C:26]([CH2:30][N:31]([CH3:33])[CH3:32])[CH:25]=4)[N:18]=3)=[C:11]3[CH:12]=[CH:13][CH:14]=[CH:15][N:10]3[N:9]=2)[CH:5]=[CH:6][CH:7]=1.[S:34]1[CH:38]=[CH:37][CH:36]=[C:35]1[CH2:39][C:40](Cl)=[O:41]. No catalyst specified. The product is [CH3:32][N:31]([CH2:30][C:26]1[CH:25]=[C:24]([NH:23][C:19]2[N:18]=[C:17]([C:16]3[C:8]([C:4]4[CH:3]=[C:2]([NH:1][C:40](=[O:41])[CH2:39][C:35]5[S:34][CH:38]=[CH:37][CH:36]=5)[CH:7]=[CH:6][CH:5]=4)=[N:9][N:10]4[CH:15]=[CH:14][CH:13]=[CH:12][C:11]=34)[CH:22]=[CH:21][N:20]=2)[CH:29]=[CH:28][CH:27]=1)[CH3:33]. The yield is 0.880. (3) The reactants are C[O-].[Na+].[C:4]([C:12]1[CH:17]=[CH:16][CH:15]=[CH:14][CH:13]=1)(=O)[C:5]1[CH:10]=[CH:9][CH:8]=[CH:7][CH:6]=1.[CH:18]1[CH2:22][CH:21]=[CH:20][CH:19]=1. No catalyst specified. The product is [C:5]1([C:4]([C:12]2[CH:17]=[CH:16][CH:15]=[CH:14][CH:13]=2)=[C:21]2[CH:20]=[CH:19][CH:18]=[CH:22]2)[CH:10]=[CH:9][CH:8]=[CH:7][CH:6]=1. The yield is 0.820. (4) The reactants are [F:1][C:2]1[CH:7]=[CH:6][C:5]([N:8]2[C:12]([CH2:13][OH:14])=[CH:11][C:10]([C:15]([F:18])([F:17])[F:16])=[N:9]2)=[CH:4][C:3]=1[C:19]#[N:20].I([O-])(=O)(=O)=[O:22].[Na+]. The catalyst is C(#N)C.O.[Ru](Cl)(Cl)Cl. The product is [F:1][C:2]1[CH:7]=[CH:6][C:5]([N:8]2[C:12]([C:13]([OH:22])=[O:14])=[CH:11][C:10]([C:15]([F:17])([F:16])[F:18])=[N:9]2)=[CH:4][C:3]=1[C:19]#[N:20]. The yield is 0.570. (5) The reactants are [F:1][C:2]1[CH:7]=[CH:6][CH:5]=[C:4]([O:8][CH3:9])[C:3]=1[OH:10].F[C:12]1[CH:17]=[CH:16][CH:15]=[CH:14][C:13]=1[N+:18]([O-:20])=[O:19].FC1C=CC=C([O:36][CH3:37])C=1OC1C=CC=CC=1N.[NH2:38][C:39]1[S:40][CH:41]=[CH:42][N:43]=1. No catalyst specified. The product is [F:1][C:2]1[CH:7]=[CH:6][CH:5]=[C:4]([O:8][CH3:9])[C:3]=1[O:10][C:12]1[CH:17]=[CH:16][CH:15]=[CH:14][C:13]=1[N+:18]([O-:20])=[O:19].[S:40]1[CH:41]=[CH:42][N:43]=[C:39]1[NH:38][C:37](=[O:36])[NH2:18]. The yield is 0.640. (6) The reactants are [O:1]([C:8]1[CH:9]=[C:10]([NH:14][CH2:15][C:16]2[CH:17]=[C:18]([CH:23]=[CH:24][CH:25]=2)[C:19]([O:21][CH3:22])=[O:20])[CH:11]=[CH:12][CH:13]=1)[C:2]1[CH:7]=[CH:6][CH:5]=[CH:4][CH:3]=1.[F:26][C:27]([F:32])([F:31])[CH:28]1[O:30][CH2:29]1.FC(F)(F)S([O-])(=O)=O.[Yb+3].FC(F)(F)S([O-])(=O)=O.FC(F)(F)S([O-])(=O)=O. The catalyst is C(#N)C.O.C(Cl)Cl. The product is [O:1]([C:8]1[CH:9]=[C:10]([N:14]([CH2:15][C:16]2[CH:17]=[C:18]([CH:23]=[CH:24][CH:25]=2)[C:19]([O:21][CH3:22])=[O:20])[CH2:29][CH:28]([OH:30])[C:27]([F:32])([F:31])[F:26])[CH:11]=[CH:12][CH:13]=1)[C:2]1[CH:7]=[CH:6][CH:5]=[CH:4][CH:3]=1. The yield is 0.960. (7) The reactants are [CH3:1][C:2]1[CH:3]=[C:4]([C:19]2[S:23][C:22]([CH:24]=O)=[N:21][CH:20]=2)[CH:5]=[C:6]([NH:8][C:9]2[N:14]=[C:13]([C:15]([F:18])([F:17])[F:16])[CH:12]=[CH:11][N:10]=2)[CH:7]=1.[NH2:26][CH2:27][CH:28]1[NH:32][C:31](=[O:33])[CH2:30][CH2:29]1.CN(C=O)C.C([BH3-])#N.[Na+]. The catalyst is C(O)(=O)C. The product is [CH3:1][C:2]1[CH:3]=[C:4]([C:19]2[S:23][C:22]([CH2:24][NH:26][CH2:27][CH:28]3[NH:32][C:31](=[O:33])[CH2:30][CH2:29]3)=[N:21][CH:20]=2)[CH:5]=[C:6]([NH:8][C:9]2[N:14]=[C:13]([C:15]([F:17])([F:16])[F:18])[CH:12]=[CH:11][N:10]=2)[CH:7]=1. The yield is 0.250. (8) The reactants are [F:1][C:2]1[CH:3]=[C:4]2[C:18](=[CH:19][CH:20]=1)[C:7]1[N:8]([CH3:17])[C:9]3[CH:10]=[C:11]([CH3:16])[CH:12]=[C:13]([CH3:15])[C:14]=3[C:6]=1[CH2:5]2.[Li]CCCC.[CH3:26][Si:27](Cl)([CH3:29])[CH3:28]. The catalyst is CCOCC. The product is [F:1][C:2]1[CH:3]=[C:4]2[C:18](=[CH:19][CH:20]=1)[C:7]1[N:8]([CH3:17])[C:9]3[CH:10]=[C:11]([CH3:16])[CH:12]=[C:13]([CH3:15])[C:14]=3[C:6]=1[CH:5]2[Si:27]([CH3:29])([CH3:28])[CH3:26]. The yield is 0.780. (9) The reactants are [C:1]([O:5][C:6](=[O:23])[CH:7]([NH:15][CH2:16][C:17]1[S:18][CH:19]=[CH:20][C:21]=1[Br:22])[CH2:8][C:9]1[CH:14]=[CH:13][CH:12]=[CH:11][CH:10]=1)([CH3:4])([CH3:3])[CH3:2].[Cl:24][C:25]1[CH:33]=[C:32]([Cl:34])[CH:31]=[CH:30][C:26]=1[C:27](Cl)=[O:28]. The catalyst is ClCCl.C(N(CC)C(C)C)(C)C. The product is [C:1]([O:5][C:6](=[O:23])[CH:7]([N:15]([CH2:16][C:17]1[S:18][CH:19]=[CH:20][C:21]=1[Br:22])[C:27](=[O:28])[C:26]1[CH:30]=[CH:31][C:32]([Cl:34])=[CH:33][C:25]=1[Cl:24])[CH2:8][C:9]1[CH:14]=[CH:13][CH:12]=[CH:11][CH:10]=1)([CH3:4])([CH3:2])[CH3:3]. The yield is 0.920.